Task: Predict the reactants needed to synthesize the given product.. Dataset: Full USPTO retrosynthesis dataset with 1.9M reactions from patents (1976-2016) Given the product [CH2:29]([N:16]([C:4]1[CH:3]=[C:14]2[C:15]3[CH:10]([CH2:11][CH2:12][CH2:13]2)[CH2:9][CH2:8][CH2:7][C:6]=3[CH:5]=1)[C:17]1[CH:18]=[CH:19][C:20]([C:21]([O:23][CH2:24][CH3:25])=[O:22])=[CH:26][CH:27]=1)[CH3:30], predict the reactants needed to synthesize it. The reactants are: [H-].[Na+].[CH:3]1[C:14]2=[C:15]3[CH:10]([CH2:11][CH2:12][CH2:13]2)[CH2:9][CH2:8][CH2:7][C:6]3=[CH:5][C:4]=1[NH:16][C:17]1[CH:27]=[CH:26][C:20]([C:21]([O:23][CH2:24][CH3:25])=[O:22])=[CH:19][CH:18]=1.Br[CH2:29][CH3:30].[Cl-].[NH4+].